From a dataset of Catalyst prediction with 721,799 reactions and 888 catalyst types from USPTO. Predict which catalyst facilitates the given reaction. (1) Reactant: C(O[BH-](OC(=O)C)OC(=O)C)(=O)C.[Na+].[CH3:15][C:16]([Si:19]([CH3:31])([CH3:30])[O:20][CH2:21][C:22]1[CH:23]=[CH:24][C:25]([CH:28]=O)=[N:26][CH:27]=1)([CH3:18])[CH3:17].[N:32]1([C:38]2[C:43]([C:44]([O:46][CH:47]([CH3:49])[CH3:48])=[O:45])=[CH:42][CH:41]=[CH:40][N:39]=2)[CH2:37][CH2:36][NH:35][CH2:34][CH2:33]1. Product: [CH3:15][C:16]([Si:19]([CH3:31])([CH3:30])[O:20][CH2:21][C:22]1[CH:23]=[CH:24][C:25]([CH2:28][N:35]2[CH2:36][CH2:37][N:32]([C:38]3[C:43]([C:44]([O:46][CH:47]([CH3:49])[CH3:48])=[O:45])=[CH:42][CH:41]=[CH:40][N:39]=3)[CH2:33][CH2:34]2)=[N:26][CH:27]=1)([CH3:18])[CH3:17]. The catalyst class is: 1. (2) Reactant: [C:1](Cl)(=[O:3])[CH3:2].[NH2:5][CH2:6][C:7]1[N:11]([CH:12]2[CH2:17][CH2:16][N:15]([CH:18]3[CH2:24][CH2:23][CH2:22][N:21]([C:25]([O:27][CH2:28][CH3:29])=[O:26])[CH2:20][CH2:19]3)[CH2:14][CH2:13]2)[N:10]=[CH:9][CH:8]=1. Product: [C:1]([NH:5][CH2:6][C:7]1[N:11]([CH:12]2[CH2:13][CH2:14][N:15]([CH:18]3[CH2:24][CH2:23][CH2:22][N:21]([C:25]([O:27][CH2:28][CH3:29])=[O:26])[CH2:20][CH2:19]3)[CH2:16][CH2:17]2)[N:10]=[CH:9][CH:8]=1)(=[O:3])[CH3:2]. The catalyst class is: 2.